The task is: Regression. Given two drug SMILES strings and cell line genomic features, predict the synergy score measuring deviation from expected non-interaction effect.. This data is from NCI-60 drug combinations with 297,098 pairs across 59 cell lines. (1) Drug 1: CS(=O)(=O)CCNCC1=CC=C(O1)C2=CC3=C(C=C2)N=CN=C3NC4=CC(=C(C=C4)OCC5=CC(=CC=C5)F)Cl. Drug 2: C1CCC(C(C1)N)N.C(=O)(C(=O)[O-])[O-].[Pt+4]. Cell line: MALME-3M. Synergy scores: CSS=7.54, Synergy_ZIP=-1.98, Synergy_Bliss=-0.247, Synergy_Loewe=-7.07, Synergy_HSA=-5.15. (2) Drug 1: C1CCC(C1)C(CC#N)N2C=C(C=N2)C3=C4C=CNC4=NC=N3. Drug 2: C1C(C(OC1N2C=NC3=C2NC=NCC3O)CO)O. Cell line: DU-145. Synergy scores: CSS=13.5, Synergy_ZIP=-2.49, Synergy_Bliss=5.23, Synergy_Loewe=6.20, Synergy_HSA=6.32. (3) Drug 1: CS(=O)(=O)C1=CC(=C(C=C1)C(=O)NC2=CC(=C(C=C2)Cl)C3=CC=CC=N3)Cl. Drug 2: C1C(C(OC1N2C=C(C(=O)NC2=O)F)CO)O. Cell line: OVCAR-5. Synergy scores: CSS=21.1, Synergy_ZIP=0.639, Synergy_Bliss=4.13, Synergy_Loewe=6.51, Synergy_HSA=7.54. (4) Drug 1: CC(CN1CC(=O)NC(=O)C1)N2CC(=O)NC(=O)C2. Drug 2: C(CC(=O)O)C(=O)CN.Cl. Cell line: HOP-92. Synergy scores: CSS=22.7, Synergy_ZIP=-4.91, Synergy_Bliss=-0.246, Synergy_Loewe=1.13, Synergy_HSA=2.71. (5) Drug 1: C1=NNC2=C1C(=O)NC=N2. Drug 2: C1C(C(OC1N2C=NC3=C2NC=NCC3O)CO)O. Cell line: SK-OV-3. Synergy scores: CSS=2.60, Synergy_ZIP=0.882, Synergy_Bliss=2.99, Synergy_Loewe=-3.62, Synergy_HSA=-3.16. (6) Drug 1: C1=CC(=CC=C1CCCC(=O)O)N(CCCl)CCCl. Drug 2: CC=C1C(=O)NC(C(=O)OC2CC(=O)NC(C(=O)NC(CSSCCC=C2)C(=O)N1)C(C)C)C(C)C. Cell line: RPMI-8226. Synergy scores: CSS=90.2, Synergy_ZIP=-3.32, Synergy_Bliss=-6.38, Synergy_Loewe=-5.06, Synergy_HSA=-2.97.